Dataset: hERG Central: cardiac toxicity at 1µM, 10µM, and general inhibition. Task: Predict hERG channel inhibition at various concentrations. The drug is Cc1ccc(OCCC(=O)OCC(=O)c2c(N)n(CC(C)C)c(=O)n(C)c2=O)cc1. Results: hERG_inhib (hERG inhibition (general)): blocker.